This data is from Reaction yield outcomes from USPTO patents with 853,638 reactions. The task is: Predict the reaction yield, written as a fraction of the theoretical maximum amount of product (1.0 means a 100% yield; for example, 0.34 means a 34% yield). (1) The reactants are O[CH2:2][C:3]([NH:6][C:7](=[O:22])[C:8]1[C:13]([O:14][CH3:15])=[CH:12][C:11]([C:16]([F:19])([F:18])[F:17])=[CH:10][C:9]=1[O:20][CH3:21])([CH3:5])[CH3:4].S(Cl)(Cl)=O.C(=O)([O-])[O-].[Na+].[Na+]. The catalyst is ClCCl.O. The product is [CH3:21][O:20][C:9]1[CH:10]=[C:11]([C:16]([F:19])([F:18])[F:17])[CH:12]=[C:13]([O:14][CH3:15])[C:8]=1[C:7]1[O:22][CH2:4][C:3]([CH3:2])([CH3:5])[N:6]=1. The yield is 0.898. (2) The reactants are [C:1]1([CH:7]([CH3:12])[CH2:8][C:9]([OH:11])=O)[CH:6]=[CH:5][CH:4]=[CH:3][CH:2]=1.Cl.[CH3:14][C:15]1[C:19]([CH2:20][N:21]2[CH:25]=[C:24]([NH2:26])[CH:23]=[N:22]2)=[C:18]([CH3:27])[O:17][N:16]=1. No catalyst specified. The product is [CH3:14][C:15]1[C:19]([CH2:20][N:21]2[CH:25]=[C:24]([NH:26][C:9](=[O:11])[CH2:8][CH:7]([C:1]3[CH:2]=[CH:3][CH:4]=[CH:5][CH:6]=3)[CH3:12])[CH:23]=[N:22]2)=[C:18]([CH3:27])[O:17][N:16]=1. The yield is 0.0600.